Dataset: Drug-target binding data from BindingDB using IC50 measurements. Task: Regression. Given a target protein amino acid sequence and a drug SMILES string, predict the binding affinity score between them. We predict pIC50 (pIC50 = -log10(IC50 in M); higher means more potent). Dataset: bindingdb_ic50. The drug is O=C1c2ccccc2C(=O)C12OC(c1ccccc1)c1c2c(O)n(-c2ccc(Cl)c(C(F)(F)F)c2)c1O. The target protein (Q8P1K1) has sequence MDLQAQLEELKTKTLETLQSLTGNHTKELQDLRVAVLGKKGSLTELLKGLKDLSNDLRPVVGKQVNEVRDLLTKAFEEQAKIVEAAKIQAQLDAESIDVTLPGRQMTLGHRHVLTQTSEEIEDIFLGMGFQIVDGFEVEKDYYNFERMNLPKDHPARDMQDTFYITEEILLRTHTSPVQARTLDQHDFSKGPLKMVSPGRVFRRDTDDATHSHQFHQIEGLVVGKNISMRDLKGTLEMIIKKMFGEERSIRLRPSYFPFTEPSVEVDVSCFKCGGKGCNVCKKTGWIEILGAGMVHPSVLEMSGVDAKEYSGFAFGLGQERIAMLRYGINDIRGFYQGDQRFSEQFN. The pIC50 is 4.3.